From a dataset of Catalyst prediction with 721,799 reactions and 888 catalyst types from USPTO. Predict which catalyst facilitates the given reaction. (1) Reactant: [Cl:1][C:2]1[C:11]2[C:6](=[CH:7][C:8]([OH:14])=[C:9]([O:12][CH3:13])[CH:10]=2)[N:5]=[CH:4][N:3]=1.Br[CH2:16][CH2:17][Cl:18].C(=O)([O-])[O-].[K+].[K+]. Product: [Cl:1][C:2]1[C:11]2[C:6](=[CH:7][C:8]([O:14][CH2:16][CH2:17][Cl:18])=[C:9]([O:12][CH3:13])[CH:10]=2)[N:5]=[CH:4][N:3]=1. The catalyst class is: 9. (2) Reactant: [C:1]([NH:5][C:6]1[N:11]=[C:10]([N:12]2[C:16]3[CH:17]=[C:18]([NH2:21])[CH:19]=[CH:20][C:15]=3[N:14]=[CH:13]2)[CH:9]=[N:8][CH:7]=1)([CH3:4])([CH3:3])[CH3:2].C(N(CC)CC)C.CCN=C=NCCCN(C)C.Cl.[C:41](O)(=[O:44])[C:42]#[CH:43]. Product: [C:1]([NH:5][C:6]1[N:11]=[C:10]([N:12]2[C:16]3[CH:17]=[C:18]([NH:21][C:41](=[O:44])[C:42]#[CH:43])[CH:19]=[CH:20][C:15]=3[N:14]=[CH:13]2)[CH:9]=[N:8][CH:7]=1)([CH3:4])([CH3:2])[CH3:3]. The catalyst class is: 4.